From a dataset of Catalyst prediction with 721,799 reactions and 888 catalyst types from USPTO. Predict which catalyst facilitates the given reaction. (1) Reactant: [CH3:1][O:2][C:3]1[CH:8]=[CH:7][C:6]([CH:9]=[C:10](Br)Br)=[C:5]([O:13][CH3:14])[CH:4]=1.C([Li])CCC.O. Product: [CH3:1][O:2][C:3]1[CH:8]=[CH:7][C:6]([C:9]#[CH:10])=[C:5]([O:13][CH3:14])[CH:4]=1. The catalyst class is: 7. (2) Reactant: [N:1]1[C:10]2[C:5](=[CH:6][CH:7]=[CH:8][CH:9]=2)[C:4]([N:11]2[CH2:16][CH2:15][N:14]([CH2:17][CH2:18][CH2:19][CH2:20][NH2:21])[CH2:13][CH2:12]2)=[CH:3][CH:2]=1.C1N=CN([C:27](N2C=NC=C2)=[O:28])C=1.[C:34]1([N:40]2[CH2:45][CH2:44][NH:43][CH2:42][CH2:41]2)[CH:39]=[CH:38][CH:37]=[CH:36][CH:35]=1. Product: [C:34]1([N:40]2[CH2:45][CH2:44][N:43]([C:27]([NH:21][CH2:20][CH2:19][CH2:18][CH2:17][N:14]3[CH2:13][CH2:12][N:11]([C:4]4[C:5]5[C:10](=[CH:9][CH:8]=[CH:7][CH:6]=5)[N:1]=[CH:2][CH:3]=4)[CH2:16][CH2:15]3)=[O:28])[CH2:42][CH2:41]2)[CH:39]=[CH:38][CH:37]=[CH:36][CH:35]=1. The catalyst class is: 147. (3) Reactant: [CH3:1][C:2]1([CH3:18])[C:6]([CH3:8])([CH3:7])[O:5][B:4]([C:9]2[CH:17]=[CH:16][C:12]([C:13]([OH:15])=O)=[CH:11][CH:10]=2)[O:3]1.[N:19]1[CH:24]=[CH:23][C:22]([CH2:25][CH2:26][NH2:27])=[CH:21][CH:20]=1.CN(C(ON1N=NC2C=CC=NC1=2)=[N+](C)C)C.F[P-](F)(F)(F)(F)F.CCN(C(C)C)C(C)C. Product: [N:19]1[CH:24]=[CH:23][C:22]([CH2:25][CH2:26][NH:27][C:13](=[O:15])[C:12]2[CH:11]=[CH:10][C:9]([B:4]3[O:5][C:6]([CH3:7])([CH3:8])[C:2]([CH3:1])([CH3:18])[O:3]3)=[CH:17][CH:16]=2)=[CH:21][CH:20]=1. The catalyst class is: 3. (4) The catalyst class is: 18. Product: [Cl:21][C:22]1[CH:23]=[CH:24][C:25]([NH:28][C:29]([C@H:31]2[CH2:35][CH2:34][CH2:33][N:32]2[C:50](=[O:51])[CH2:49][C:46]2[CH:45]=[CH:44][C:43]([N:38]3[CH2:39][CH2:40][O:41][CH2:42][C:37]3=[O:36])=[CH:48][CH:47]=2)=[O:30])=[CH:26][CH:27]=1. Reactant: CN1CCOCC1.Cl.CN(C)CCCN=C=NCC.[Cl-].[Cl:21][C:22]1[CH:27]=[CH:26][C:25]([NH:28][C:29]([C@H:31]2[CH2:35][CH2:34][CH2:33][NH2+:32]2)=[O:30])=[CH:24][CH:23]=1.[O:36]=[C:37]1[CH2:42][O:41][CH2:40][CH2:39][N:38]1[C:43]1[CH:48]=[CH:47][C:46]([CH2:49][C:50](O)=[O:51])=[CH:45][CH:44]=1. (5) Reactant: Cl[C:2]1[N:7]=[CH:6][N:5]=[C:4]([NH:8][C:9]2[CH:14]=[CH:13][C:12]([N:15]3[CH2:20][CH2:19][N:18]([CH:21]4[CH2:24][O:23][CH2:22]4)[CH2:17][CH2:16]3)=[C:11]([O:25][CH:26]([F:28])[F:27])[CH:10]=2)[N:3]=1.[F:29][C@H:30]1[C@@H:35]([O:36][C:37]2[CH:44]=[CH:43][C:42](B3OC(C)(C)C(C)(C)O3)=[CH:41][C:38]=2[C:39]#[N:40])[CH2:34][CH2:33][N:32]([C:54](=[O:58])[C@@H:55]([OH:57])[CH3:56])[CH2:31]1.C(=O)([O-])[O-].[Na+].[Na+]. Product: [F:27][CH:26]([F:28])[O:25][C:11]1[CH:10]=[C:9]([NH:8][C:4]2[N:5]=[CH:6][N:7]=[C:2]([C:42]3[CH:43]=[CH:44][C:37]([O:36][C@H:35]4[CH2:34][CH2:33][N:32]([C:54](=[O:58])[C@@H:55]([OH:57])[CH3:56])[CH2:31][C@H:30]4[F:29])=[C:38]([CH:41]=3)[C:39]#[N:40])[N:3]=2)[CH:14]=[CH:13][C:12]=1[N:15]1[CH2:20][CH2:19][N:18]([CH:21]2[CH2:24][O:23][CH2:22]2)[CH2:17][CH2:16]1. The catalyst class is: 104. (6) Reactant: CO[CH:3](OC)[CH2:4]Cl.C([O-])(=O)C.[Na+].[NH2:13][C:14]1[N:19]([CH3:20])[C:18](=[O:21])[N:17]([CH3:22])[C:16](=[O:23])[CH:15]=1. Product: [CH3:20][N:19]1[C:14]2[NH:13][CH:3]=[CH:4][C:15]=2[C:16](=[O:23])[N:17]([CH3:22])[C:18]1=[O:21]. The catalyst class is: 6. (7) Reactant: [CH3:1][O:2][C:3]1[CH:4]=[C:5]2[C:9](=[CH:10][C:11]=1[O:12][CH3:13])[C:8](=[O:14])[CH2:7][CH2:6]2.[N:15]1[CH:20]=[CH:19][C:18]([CH:21]=O)=[CH:17][CH:16]=1.[OH-].[Na+]. Product: [CH3:1][O:2][C:3]1[CH:4]=[C:5]2[C:9](=[CH:10][C:11]=1[O:12][CH3:13])[C:8](=[O:14])[C:7](=[CH:21][C:18]1[CH:19]=[CH:20][N:15]=[CH:16][CH:17]=1)[CH2:6]2. The catalyst class is: 6. (8) Reactant: [CH:1]1([CH2:4][N:5]2[C:9]3=[N:10][CH:11]=[C:12]([C:14]([O:16]C)=[O:15])[CH:13]=[C:8]3[N:7]=[C:6]2[CH2:18][C:19]2[CH:24]=[CH:23][C:22]([O:25][CH2:26][CH3:27])=[CH:21][CH:20]=2)[CH2:3][CH2:2]1.[OH-].[Na+]. Product: [CH:1]1([CH2:4][N:5]2[C:9]3=[N:10][CH:11]=[C:12]([C:14]([OH:16])=[O:15])[CH:13]=[C:8]3[N:7]=[C:6]2[CH2:18][C:19]2[CH:24]=[CH:23][C:22]([O:25][CH2:26][CH3:27])=[CH:21][CH:20]=2)[CH2:3][CH2:2]1. The catalyst class is: 36. (9) Product: [C:1]([OH:7])([C:3]([F:6])([F:5])[F:4])=[O:2].[Br:8][C:9]1[CH:10]=[C:11]2[C:16](=[CH:17][CH:18]=1)[CH:15]=[C:14]([C:19]1[N:20]=[C:21]([C@@H:24]3[CH2:29][C@@H:28]4[C@@H:26]([CH2:27]4)[NH:25]3)[NH:22][CH:23]=1)[CH:13]=[CH:12]2. The catalyst class is: 26. Reactant: [C:1]([OH:7])([C:3]([F:6])([F:5])[F:4])=[O:2].[Br:8][C:9]1[CH:10]=[C:11]2[C:16](=[CH:17][CH:18]=1)[CH:15]=[C:14]([C:19]1[N:20]=[C:21]([C@@H:24]3[CH2:29][C@@H:28]4[C@@H:26]([CH2:27]4)[N:25]3C(OC(C)(C)C)=O)[NH:22][CH:23]=1)[CH:13]=[CH:12]2. (10) Reactant: C(=O)([O-])[O-].[K+].[K+].[O:7]1[CH:11]=[CH:10][C:9]([C:12]2[C:13]([O:38][CH3:39])=[C:14]([C:19]([CH2:22][S:23]([C:32]3[CH:37]=[CH:36][CH:35]=[CH:34][CH:33]=3)(=[N:25][C:26](=[O:31])C(F)(F)F)=[O:24])=[CH:20][CH:21]=2)C(OC)=O)=[CH:8]1. Product: [O:7]1[CH:11]=[CH:10][C:9]([C:12]2[CH:21]=[CH:20][C:19]3[CH2:22][S:23](=[O:24])([C:32]4[CH:37]=[CH:36][CH:35]=[CH:34][CH:33]=4)=[N:25][C:26](=[O:31])[C:14]=3[C:13]=2[O:38][CH3:39])=[CH:8]1. The catalyst class is: 5.